Dataset: CYP3A4 inhibition data for predicting drug metabolism from PubChem BioAssay. Task: Regression/Classification. Given a drug SMILES string, predict its absorption, distribution, metabolism, or excretion properties. Task type varies by dataset: regression for continuous measurements (e.g., permeability, clearance, half-life) or binary classification for categorical outcomes (e.g., BBB penetration, CYP inhibition). Dataset: cyp3a4_veith. The drug is COc1ncc2nc(CCc3ccccc3)c(=O)n(Cc3ccc(F)cc3)c2n1. The result is 1 (inhibitor).